From a dataset of Forward reaction prediction with 1.9M reactions from USPTO patents (1976-2016). Predict the product of the given reaction. (1) Given the reactants [CH2:1]([O:3][C:4]([N:6]1[CH2:11][CH2:10][N:9]([C:12](=[O:42])[C@@H:13]([NH:23][C:24]([C:26]2[CH:30]=[C:29]([O:31][CH2:32][C:33]([OH:35])=O)[N:28]([C:36]3[CH:41]=[CH:40][CH:39]=[CH:38][CH:37]=3)[N:27]=2)=[O:25])[CH2:14][CH2:15][C:16]([O:18]C(C)(C)C)=[O:17])[CH2:8][CH2:7]1)=[O:5])[CH3:2].CN(C([O:50][N:51]1N=N[C:53]2[CH:54]=[CH:55]C=[N:57][C:52]1=2)=[N+](C)C)C.F[P-](F)(F)(F)(F)F.C1C=NC2N(O)N=NC=2C=1.CC[N:79]([CH:83]([CH3:85])[CH3:84])[CH:80]([CH3:82])C.C(O)(C(F)(F)F)=O, predict the reaction product. The product is: [CH2:1]([O:3][C:4]([N:6]1[CH2:11][CH2:10][N:9]([C:12](=[O:42])[C@@H:13]([NH:23][C:24]([C:26]2[CH:30]=[C:29]([O:31][CH2:32][C:33]([N:79]3[CH2:80][CH2:82][CH2:85][C@H:83]3[C:84]3[O:50][N:51]=[C:52]([CH:53]4[CH2:55][CH2:54]4)[N:57]=3)=[O:35])[N:28]([C:36]3[CH:37]=[CH:38][CH:39]=[CH:40][CH:41]=3)[N:27]=2)=[O:25])[CH2:14][CH2:15][C:16]([OH:18])=[O:17])[CH2:8][CH2:7]1)=[O:5])[CH3:2]. (2) The product is: [CH2:1]([O:3][C:4](=[O:15])[C@H:5]([OH:14])[C@@H:6]([C:8]1[CH:13]=[CH:12][CH:11]=[CH:10][CH:9]=1)[NH2:7])[CH3:2]. Given the reactants [CH2:1]([O:3][C:4](=[O:15])[CH:5]([OH:14])[CH:6]([C:8]1[CH:13]=[CH:12][CH:11]=[CH:10][CH:9]=1)[NH2:7])[CH3:2].C(O)(=O)C(C(C(O)=O)O)O, predict the reaction product. (3) The product is: [Cl:1][C:2]1[C:3]([NH:15][CH:16]2[CH2:23][CH:19]3[CH2:20][N:21]([C:25]4[CH:32]=[CH:31][C:28]([C:29]#[N:30])=[CH:27][N:26]=4)[CH2:22][CH:18]3[CH2:17]2)=[N:4][C:5]([NH:8][C:9]2[CH:10]=[N:11][N:12]([CH3:14])[CH:13]=2)=[N:6][CH:7]=1. Given the reactants [Cl:1][C:2]1[C:3]([NH:15][CH:16]2[CH2:23][CH:19]3[CH2:20][NH:21][CH2:22][CH:18]3[CH2:17]2)=[N:4][C:5]([NH:8][C:9]2[CH:10]=[N:11][N:12]([CH3:14])[CH:13]=2)=[N:6][CH:7]=1.Cl[C:25]1[CH:32]=[CH:31][C:28]([C:29]#[N:30])=[CH:27][N:26]=1.CCN(CC)CC, predict the reaction product. (4) The product is: [F:1][C:2]1[CH:3]=[C:4]([C@@H:10]2[CH2:15][O:14][CH2:13][C@@H:12]3[CH2:16][CH2:17][CH2:18][C:19](=[O:20])[N:11]23)[CH:5]=[C:6]([F:9])[C:7]=1[F:8]. Given the reactants [F:1][C:2]1[CH:3]=[C:4]([C@@H:10]2[CH2:15][O:14][CH2:13][C@@H:12]3[CH:16]=[CH:17][CH2:18][C:19](=[O:20])[N:11]23)[CH:5]=[C:6]([F:9])[C:7]=1[F:8].[H][H], predict the reaction product. (5) Given the reactants [H-].[Na+].[Br:3][C:4]1[C:12]2[C:7](=[CH:8][CH:9]=[CH:10][CH:11]=2)[NH:6][C:5]=1[C:13]1[CH:18]=[CH:17][CH:16]=[CH:15][CH:14]=1.[CH2:19]([O:21][CH2:22][CH2:23]Cl)[CH3:20].O, predict the reaction product. The product is: [Br:3][C:4]1[C:12]2[C:7](=[CH:8][CH:9]=[CH:10][CH:11]=2)[N:6]([CH2:20][CH2:19][O:21][CH2:22][CH3:23])[C:5]=1[C:13]1[CH:18]=[CH:17][CH:16]=[CH:15][CH:14]=1. (6) Given the reactants [NH2:1][C:2]([C:6]1[CH:11]=[CH:10][C:9]([O:12][CH3:13])=[C:8]([F:14])[CH:7]=1)=[CH:3][C:4]#[N:5].C(N)(=[S:17])C.Cl, predict the reaction product. The product is: [NH2:1][C:2]([C:6]1[CH:11]=[CH:10][C:9]([O:12][CH3:13])=[C:8]([F:14])[CH:7]=1)=[CH:3][C:4]([NH2:5])=[S:17].